Dataset: Rat liver microsome stability data. Task: Regression/Classification. Given a drug SMILES string, predict its absorption, distribution, metabolism, or excretion properties. Task type varies by dataset: regression for continuous measurements (e.g., permeability, clearance, half-life) or binary classification for categorical outcomes (e.g., BBB penetration, CYP inhibition). Dataset: rlm. (1) The result is 0 (unstable in rat liver microsomes). The drug is Cc1ccc(-c2cc(C(=O)Nc3ccc(-c4nn[nH]n4)cc3)c3ccccc3n2)cc1C. (2) The drug is COc1cccc(CNc2ccc(S(=O)(=O)Nc3cccs3)cc2)c1O. The result is 1 (stable in rat liver microsomes).